The task is: Predict which catalyst facilitates the given reaction.. This data is from Catalyst prediction with 721,799 reactions and 888 catalyst types from USPTO. (1) The catalyst class is: 2. Reactant: [CH3:1][S:2]([CH2:5][C:6]([OH:8])=O)(=[O:4])=[O:3].O=C1N(P(Cl)(N2CCOC2=O)=O)CCO1.C(N(CC)CC)C.[Br:31][C:32]1[C:33]([F:42])=[C:34]2[C:40]([NH2:41])=[CH:39][NH:38][C:35]2=[N:36][CH:37]=1.C([O-])([O-])=O.[Na+].[Na+]. Product: [Br:31][C:32]1[C:33]([F:42])=[C:34]2[C:40]([NH:41][C:6](=[O:8])[CH2:5][S:2]([CH3:1])(=[O:4])=[O:3])=[CH:39][NH:38][C:35]2=[N:36][CH:37]=1. (2) Reactant: [Cl:1][C:2]1[CH:7]=[CH:6][C:5]([CH:8]([C:20]2[CH:25]=[CH:24][C:23]([Cl:26])=[CH:22][CH:21]=2)[C:9]2[CH:10]=[C:11]3[C:16](=[CH:17][CH:18]=2)[N:15]=[CH:14][N:13]=[C:12]3Cl)=[CH:4][CH:3]=1.CC(O)C.Cl.Cl.[NH2:33][CH:34]1[CH2:39][CH2:38][N:37]([CH2:40][C:41]2[CH:50]=[CH:49][C:44]([C:45]([O:47][CH3:48])=[O:46])=[CH:43][CH:42]=2)[CH2:36][CH2:35]1. Product: [Cl:1][C:2]1[CH:7]=[CH:6][C:5]([CH:8]([C:20]2[CH:25]=[CH:24][C:23]([Cl:26])=[CH:22][CH:21]=2)[C:9]2[CH:10]=[C:11]3[C:16](=[CH:17][CH:18]=2)[N:15]=[CH:14][N:13]=[C:12]3[NH:33][CH:34]2[CH2:35][CH2:36][N:37]([CH2:40][C:41]3[CH:50]=[CH:49][C:44]([C:45]([O:47][CH3:48])=[O:46])=[CH:43][CH:42]=3)[CH2:38][CH2:39]2)=[CH:4][CH:3]=1. The catalyst class is: 66. (3) Reactant: [C:1]1([CH3:9])[CH:6]=[CH:5][C:4]([CH:7]=O)=[CH:3][CH:2]=1.[C:10]([NH:13][CH2:14][C:15]([OH:17])=[O:16])(=O)[CH3:11].C([O-])(=O)C.[Na+]. Product: [CH3:11][C:10]1[O:17][C:15](=[O:16])/[C:14](=[CH:7]/[C:4]2[CH:5]=[CH:6][C:1]([CH3:9])=[CH:2][CH:3]=2)/[N:13]=1. The catalyst class is: 152. (4) Reactant: [Cl:1][C:2]1[C:3]([C:9]([OH:11])=[O:10])=[N:4][CH:5]=[C:6]([Cl:8])[N:7]=1.[CH3:12][Si](C=[N+]=[N-])(C)C. Product: [Cl:1][C:2]1[C:3]([C:9]([O:11][CH3:12])=[O:10])=[N:4][CH:5]=[C:6]([Cl:8])[N:7]=1. The catalyst class is: 459. (5) Reactant: [CH3:1][C:2]1[CH:7]=[CH:6][N:5]2[CH:8]=[C:9]([CH2:11][C@@H:12]3[CH2:17][CH2:16][CH2:15][CH2:14][N:13]3C(OC(C)(C)C)=O)[N:10]=[C:4]2[C:3]=1[CH3:25].C(O)(C(F)(F)F)=O. Product: [CH3:1][C:2]1[CH:7]=[CH:6][N:5]2[CH:8]=[C:9]([CH2:11][C@@H:12]3[CH2:17][CH2:16][CH2:15][CH2:14][NH:13]3)[N:10]=[C:4]2[C:3]=1[CH3:25]. The catalyst class is: 2. (6) Reactant: [F:1][C:2]([F:15])([F:14])[S:3]([O:6]S(C(F)(F)F)(=O)=O)(=[O:5])=[O:4].[CH3:16][O:17][C:18](=[O:36])[C@H:19]([CH2:28][C:29]1[CH:34]=[CH:33][C:32](O)=[CH:31][CH:30]=1)[NH:20][C:21]([O:23][C:24]([CH3:27])([CH3:26])[CH3:25])=[O:22].N1C=CC=CC=1. Product: [CH3:16][O:17][C:18](=[O:36])[C@@H:19]([NH:20][C:21]([O:23][C:24]([CH3:26])([CH3:25])[CH3:27])=[O:22])[CH2:28][C:29]1[CH:34]=[CH:33][C:32]([O:6][S:3]([C:2]([F:15])([F:14])[F:1])(=[O:5])=[O:4])=[CH:31][CH:30]=1. The catalyst class is: 4. (7) Reactant: Cl[C:2]1[C:3]2[C:4](=[CH:15][N:16](CC3C=CC(OC)=CC=3)[N:17]=2)[N:5]=[C:6]([C:8]2[CH:13]=[CH:12][CH:11]=[CH:10][C:9]=2[OH:14])[N:7]=1.[CH3:27][N:28]1[CH2:33][CH2:32][N:31]([C:34]2[CH:40]=[CH:39][C:37]([NH2:38])=[CH:36][CH:35]=2)[CH2:30][CH2:29]1.Cl. Product: [CH3:27][N:28]1[CH2:29][CH2:30][N:31]([C:34]2[CH:40]=[CH:39][C:37]([NH:38][C:2]3[C:3]4[NH:17][N:16]=[CH:15][C:4]=4[N:5]=[C:6]([C:8]4[CH:13]=[CH:12][CH:11]=[CH:10][C:9]=4[OH:14])[N:7]=3)=[CH:36][CH:35]=2)[CH2:32][CH2:33]1. The catalyst class is: 71.